Task: Predict the product of the given reaction.. Dataset: Forward reaction prediction with 1.9M reactions from USPTO patents (1976-2016) (1) Given the reactants [Br:1][C:2]1[CH:3]=[C:4]([CH:13]=[CH:14][CH:15]=1)[O:5][CH2:6][CH2:7][CH2:8][C:9]([O:11]C)=[O:10].[OH-].[Na+], predict the reaction product. The product is: [Br:1][C:2]1[CH:3]=[C:4]([CH:13]=[CH:14][CH:15]=1)[O:5][CH2:6][CH2:7][CH2:8][C:9]([OH:11])=[O:10]. (2) Given the reactants FC(F)(F)C(O)=O.[O:8]1[C:12]2[CH:13]=[CH:14][C:15]([NH:17][C:18]3[CH:30]=[C:29]([CH2:31][CH2:32][C:33]4[CH:38]=[CH:37][CH:36]=[CH:35][CH:34]=4)[CH:28]=[CH:27][C:19]=3[C:20]([O:22]C(C)(C)C)=[O:21])=[CH:16][C:11]=2[CH:10]=[CH:9]1, predict the reaction product. The product is: [O:8]1[C:12]2[CH:13]=[CH:14][C:15]([NH:17][C:18]3[CH:30]=[C:29]([CH2:31][CH2:32][C:33]4[CH:34]=[CH:35][CH:36]=[CH:37][CH:38]=4)[CH:28]=[CH:27][C:19]=3[C:20]([OH:22])=[O:21])=[CH:16][C:11]=2[CH:10]=[CH:9]1. (3) Given the reactants [F:1][C:2]1[CH:7]=[CH:6][C:5]([CH2:8][CH2:9][CH2:10][C:11]([OH:13])=O)=[CH:4][CH:3]=1.[Br:14][C:15]1[CH:16]=[C:17]([CH:54]=[C:55]([Br:58])[C:56]=1[OH:57])[CH2:18][C@H:19]([C:21]([NH:23][C@H:24]([C:40]([N:42]1[CH2:47][CH2:46][N:45]([C:48]2[CH:53]=[CH:52][N:51]=[CH:50][CH:49]=2)[CH2:44][CH2:43]1)=[O:41])[CH2:25][CH2:26][CH2:27][CH2:28][NH:29][C:30]([O:32]CC1C=CC=CC=1)=[O:31])=[O:22])[NH2:20].CN(C(ON1N=NC2C=C[CH:72]=[CH:73][C:68]1=2)=[N+](C)C)C.[B-](F)(F)(F)F.[CH3:81]CN(C(C)C)C(C)C, predict the reaction product. The product is: [F:1][C:2]1[CH:3]=[CH:4][C:5]([CH2:8][CH2:9][CH2:10][C:11]([NH:20][C@@H:19]([C:21]([NH:23][C@H:24]([C:40]([N:42]2[CH2:47][CH2:46][N:45]([C:48]3[CH:53]=[CH:52][N:51]=[CH:50][CH:49]=3)[CH2:44][CH2:43]2)=[O:41])[CH2:25][CH2:26][CH2:27][CH2:28][NH:29][C:30]([O:32][C:73]([CH3:72])([CH3:68])[CH3:81])=[O:31])=[O:22])[CH2:18][C:17]2[CH:54]=[C:55]([Br:58])[C:56]([OH:57])=[C:15]([Br:14])[CH:16]=2)=[O:13])=[CH:6][CH:7]=1. (4) Given the reactants C1COCC1.C(NC(C)C)(C)C.[CH3:13][Si:14]([C:17]#[CH:18])([CH3:16])[CH3:15].[CH3:19][O:20][C:21]([C:23]1[C:24]([NH:34][C:35]2[CH:40]=[CH:39][C:38]([CH3:41])=[CH:37][C:36]=2[F:42])=[C:25]([F:33])[C:26]2[N:27]([C:29](I)=[CH:30][N:31]=2)[CH:28]=1)=[O:22], predict the reaction product. The product is: [CH3:19][O:20][C:21]([C:23]1[C:24]([NH:34][C:35]2[CH:40]=[CH:39][C:38]([CH3:41])=[CH:37][C:36]=2[F:42])=[C:25]([F:33])[C:26]2[N:27]([C:29]([C:18]#[C:17][Si:14]([CH3:16])([CH3:15])[CH3:13])=[CH:30][N:31]=2)[CH:28]=1)=[O:22].